From a dataset of Reaction yield outcomes from USPTO patents with 853,638 reactions. Predict the reaction yield, written as a fraction of the theoretical maximum amount of product (1.0 means a 100% yield; for example, 0.34 means a 34% yield). (1) The reactants are C1(C(C2C=CC=CC=2)[N:8]2[C:16]3[C:11](=[CH:12][CH:13]=[CH:14][CH:15]=3)[C:10]3([CH2:20][O:19][C:18]4=[CH:21][C:22]5[CH2:26][CH2:25][O:24][C:23]=5[CH:27]=[C:17]34)[C:9]2=[O:28])C=CC=CC=1.[H][H]. The catalyst is C(O)(=O)C.[OH-].[Pd+2].[OH-]. The product is [NH:8]1[C:16]2[C:11](=[CH:12][CH:13]=[CH:14][CH:15]=2)[C:10]2([CH2:20][O:19][C:18]3=[CH:21][C:22]4[CH2:26][CH2:25][O:24][C:23]=4[CH:27]=[C:17]23)[C:9]1=[O:28]. The yield is 0.690. (2) The reactants are [F:1][C:2]1[CH:3]=[C:4]([CH:33]=[CH:34][CH:35]=1)[CH2:5][N:6]1[C:14]2[C:9](=[CH:10][C:11]([NH:15][C:16]3[C:25]4[C:20](=[CH:21][CH:22]=[CH:23][C:24]=4[O:26][C@H:27]([CH3:32])[C:28]([O:30]C)=O)[N:19]=[CH:18][N:17]=3)=[CH:12][CH:13]=2)[CH:8]=[N:7]1.[CH2:36]([NH2:38])[CH3:37]. No catalyst specified. The product is [F:1][C:2]1[CH:3]=[C:4]([CH:33]=[CH:34][CH:35]=1)[CH2:5][N:6]1[C:14]2[C:9](=[CH:10][C:11]([NH:15][C:16]3[C:25]4[C:20](=[CH:21][CH:22]=[CH:23][C:24]=4[O:26][C@H:27]([CH3:32])[C:28]([NH:38][CH2:36][CH3:37])=[O:30])[N:19]=[CH:18][N:17]=3)=[CH:12][CH:13]=2)[CH:8]=[N:7]1. The yield is 0.760. (3) The reactants are [C:1]([C:4]1[CH:9]=[N:8][CH:7]=[CH:6][N:5]=1)(=[O:3])[CH3:2].[Br-:10].[Br-].[Br-].[NH+]1C=CC=CC=1.[NH+]1C=CC=CC=1.[NH+]1C=CC=CC=1. The catalyst is C(O)(=O)C. The product is [Br:10][CH2:2][C:1]([C:4]1[CH:9]=[N:8][CH:7]=[CH:6][N:5]=1)=[O:3]. The yield is 0.380. (4) The reactants are [OH:1]O.[CH2:3]([C:5]1[CH:6]=[CH:7][C:8]([NH:11][C:12](=[O:17])[C:13]([CH3:16])([CH3:15])[CH3:14])=[N:9][CH:10]=1)[CH3:4].O. The yield is 0.670. The product is [CH2:3]([C:5]1[CH:6]=[CH:7][C:8]([NH:11][C:12](=[O:17])[C:13]([CH3:16])([CH3:15])[CH3:14])=[N+:9]([O-:1])[CH:10]=1)[CH3:4]. The catalyst is CC(O)=O. (5) The reactants are [Br:1][C:2]1[CH:7]=[CH:6][CH:5]=[C:4]([C:8]#[CH:9])[CH:3]=1.I[C:11]1[CH:12]=[C:13]([OH:17])[CH:14]=[CH:15][CH:16]=1.C(N(CC)CC)C. The catalyst is O1CCCC1.Cl[Pd](Cl)([P](C1C=CC=CC=1)(C1C=CC=CC=1)C1C=CC=CC=1)[P](C1C=CC=CC=1)(C1C=CC=CC=1)C1C=CC=CC=1.[Cu]I. The product is [Br:1][C:2]1[CH:3]=[C:4]([C:8]#[C:9][C:11]2[CH:12]=[C:13]([OH:17])[CH:14]=[CH:15][CH:16]=2)[CH:5]=[CH:6][CH:7]=1. The yield is 0.690.